Dataset: Forward reaction prediction with 1.9M reactions from USPTO patents (1976-2016). Task: Predict the product of the given reaction. (1) The product is: [CH2:13]([NH:23][C:24]([NH:10][S:7]([C:4]1[CH:3]=[C:2]([CH3:1])[S:6][CH:5]=1)(=[O:9])=[O:8])=[O:25])[CH2:14][CH2:15][CH2:16][CH2:17][CH2:18][CH2:19][NH:20][C:21]([NH:10][S:7]([C:4]1[CH:3]=[C:2]([CH3:1])[S:6][CH:5]=1)(=[O:9])=[O:8])=[O:22]. Given the reactants [CH3:1][C:2]1[S:6][CH:5]=[C:4]([S:7]([NH2:10])(=[O:9])=[O:8])[CH:3]=1.[H-].[Na+].[CH2:13]([N:23]=[C:24]=[O:25])[CH2:14][CH2:15][CH2:16][CH2:17][CH2:18][CH2:19][N:20]=[C:21]=[O:22], predict the reaction product. (2) The product is: [CH2:1]([C:8]1[NH:17][C:11]2[N:12]=[N:13][C:14]([C:21]#[C:20][CH2:19][CH2:18][N:22]3[CH:27]=[CH:26][C:25]([NH:28][C:29](=[O:37])[CH2:30][C:31]4[CH:32]=[CH:33][CH:34]=[CH:35][CH:36]=4)=[CH:24][C:23]3=[O:38])=[CH:15][C:10]=2[CH:9]=1)[C:2]1[CH:7]=[CH:6][CH:5]=[CH:4][CH:3]=1. Given the reactants [CH2:1]([C:8]1[NH:17][C:11]2[N:12]=[N:13][C:14](I)=[CH:15][C:10]=2[CH:9]=1)[C:2]1[CH:7]=[CH:6][CH:5]=[CH:4][CH:3]=1.[CH2:18]([N:22]1[CH:27]=[CH:26][C:25]([NH:28][C:29](=[O:37])[CH2:30][C:31]2[CH:36]=[CH:35][CH:34]=[CH:33][CH:32]=2)=[CH:24][C:23]1=[O:38])[CH2:19][C:20]#[CH:21].C(N(C(C)C)C(C)C)C, predict the reaction product. (3) Given the reactants O[C:2]1[N:3]=[C:4]2[NH:12][C:11]([CH3:14])([CH3:13])[CH2:10][CH2:9][N:5]2[C:6](=[O:8])[CH:7]=1.O=P(Cl)(Cl)[Cl:17], predict the reaction product. The product is: [Cl:17][C:2]1[N:3]=[C:4]2[NH:12][C:11]([CH3:14])([CH3:13])[CH2:10][CH2:9][N:5]2[C:6](=[O:8])[CH:7]=1. (4) Given the reactants O1CCCC1.[Cl:6][C:7]1[C:8]([C:13]2[CH:14]=[C:15]3[C:19](=[CH:20][CH:21]=2)[NH:18][N:17]=[C:16]3[NH2:22])=[N:9][CH:10]=[CH:11][CH:12]=1.C(N(CC)CC)C.[C:30](O[C:30]([O:32][C:33]([CH3:36])([CH3:35])[CH3:34])=[O:31])([O:32][C:33]([CH3:36])([CH3:35])[CH3:34])=[O:31], predict the reaction product. The product is: [NH2:22][C:16]1[C:15]2[C:19](=[CH:20][CH:21]=[C:13]([C:8]3[C:7]([Cl:6])=[CH:12][CH:11]=[CH:10][N:9]=3)[CH:14]=2)[N:18]([C:30]([O:32][C:33]([CH3:36])([CH3:35])[CH3:34])=[O:31])[N:17]=1. (5) Given the reactants Br[CH2:2][C:3]1[CH:12]=[CH:11][C:6]([C:7]([O:9]C)=[O:8])=[CH:5][CH:4]=1.[OH:13][C:14]1[CH:23]=[CH:22][CH:21]=[C:20]2[C:15]=1[CH:16]=[CH:17][CH:18]=[N:19]2, predict the reaction product. The product is: [N:19]1[C:20]2[C:15](=[C:14]([O:13][CH2:2][C:3]3[CH:12]=[CH:11][C:6]([C:7]([OH:9])=[O:8])=[CH:5][CH:4]=3)[CH:23]=[CH:22][CH:21]=2)[CH:16]=[CH:17][CH:18]=1. (6) Given the reactants [Cl:1][C:2]1[CH:11]=[C:10]2[C:5]([CH:6]=[C:7]([C:25]([NH:27][NH2:28])=[NH:26])[N:8]=[C:9]2[NH:12][C@H:13]2[CH2:17][CH2:16][N:15]([C:18]([O:20][C:21]([CH3:24])([CH3:23])[CH3:22])=[O:19])[CH2:14]2)=[CH:4][CH:3]=1.C1N=CN([C:34](N2C=NC=C2)=[O:35])C=1, predict the reaction product. The product is: [Cl:1][C:2]1[CH:11]=[C:10]2[C:5]([CH:6]=[C:7]([C:25]3[NH:26][C:34](=[O:35])[NH:28][N:27]=3)[N:8]=[C:9]2[NH:12][C@H:13]2[CH2:17][CH2:16][N:15]([C:18]([O:20][C:21]([CH3:24])([CH3:22])[CH3:23])=[O:19])[CH2:14]2)=[CH:4][CH:3]=1. (7) Given the reactants [Cl:1][C:2]1[CH:7]=[CH:6][C:5]([C:8]2[C:9](=[O:22])[N:10]([CH2:18][C:19](O)=[O:20])[C:11]3([CH2:17][CH2:16][O:15][CH2:14][CH2:13]3)[N:12]=2)=[CH:4][CH:3]=1.[F:23][C:24]1[CH:25]=[C:26]([CH:28]=[CH:29][C:30]=1[F:31])[NH2:27].CN(C(ON1N=NC2C=CC=NC1=2)=[N+](C)C)C.F[P-](F)(F)(F)(F)F.C(=O)(O)[O-].[Na+], predict the reaction product. The product is: [Cl:1][C:2]1[CH:7]=[CH:6][C:5]([C:8]2[C:9](=[O:22])[N:10]([CH2:18][C:19]([NH:27][C:26]3[CH:28]=[CH:29][C:30]([F:31])=[C:24]([F:23])[CH:25]=3)=[O:20])[C:11]3([CH2:13][CH2:14][O:15][CH2:16][CH2:17]3)[N:12]=2)=[CH:4][CH:3]=1.